This data is from Full USPTO retrosynthesis dataset with 1.9M reactions from patents (1976-2016). The task is: Predict the reactants needed to synthesize the given product. (1) Given the product [CH2:6]([C:8]1[CH:14]=[CH:13][C:11]([NH:12][CH2:1][CH:2]([CH3:5])[CH3:3])=[CH:10][CH:9]=1)[CH3:7], predict the reactants needed to synthesize it. The reactants are: [CH3:1][CH:2]([CH3:5])[CH2:3]O.[CH2:6]([C:8]1[CH:14]=[CH:13][C:11]([NH2:12])=[CH:10][CH:9]=1)[CH3:7].[I-].[K+]. (2) Given the product [Cl:1][C:2]1[CH:11]=[C:10]([Cl:12])[C:9]([C:29]2[C:34]([F:35])=[CH:33][CH:32]=[CH:31][N:30]=2)=[CH:8][C:3]=1[C:4]([O:6][CH3:7])=[O:5], predict the reactants needed to synthesize it. The reactants are: [Cl:1][C:2]1[CH:11]=[C:10]([Cl:12])[C:9](B2OC(C)(C)C(C)(C)O2)=[CH:8][C:3]=1[C:4]([O:6][CH3:7])=[O:5].C(=O)([O-])[O-].[K+].[K+].Br[C:29]1[C:34]([F:35])=[CH:33][CH:32]=[CH:31][N:30]=1. (3) Given the product [F:18][C:17]([F:19])([F:20])[C:4]1[C:3]([C:1]#[N:2])=[CH:11][CH:10]=[C:9]2[C:5]=1[CH:6]=[CH:7][N:8]2[CH2:12][C:13]1[N:16]=[C:28]([C:27]2[CH:31]=[CH:32][C:24]([O:23][C:22]([F:21])([F:33])[F:34])=[CH:25][CH:26]=2)[O:15][N:14]=1, predict the reactants needed to synthesize it. The reactants are: [C:1]([C:3]1[C:4]([C:17]([F:20])([F:19])[F:18])=[C:5]2[C:9](=[CH:10][CH:11]=1)[N:8]([CH2:12][C:13](=[NH:16])[NH:14][OH:15])[CH:7]=[CH:6]2)#[N:2].[F:21][C:22]([F:34])([F:33])[O:23][C:24]1[CH:32]=[CH:31][C:27]([C:28](O)=O)=[CH:26][CH:25]=1.